From a dataset of NCI-60 drug combinations with 297,098 pairs across 59 cell lines. Regression. Given two drug SMILES strings and cell line genomic features, predict the synergy score measuring deviation from expected non-interaction effect. (1) Drug 2: C1=NNC2=C1C(=O)NC=N2. Drug 1: C1CN1C2=NC(=NC(=N2)N3CC3)N4CC4. Cell line: OVCAR-5. Synergy scores: CSS=23.7, Synergy_ZIP=-9.98, Synergy_Bliss=1.24, Synergy_Loewe=-5.46, Synergy_HSA=2.09. (2) Drug 1: CCCCC(=O)OCC(=O)C1(CC(C2=C(C1)C(=C3C(=C2O)C(=O)C4=C(C3=O)C=CC=C4OC)O)OC5CC(C(C(O5)C)O)NC(=O)C(F)(F)F)O. Drug 2: C(CC(=O)O)C(=O)CN.Cl. Cell line: HT29. Synergy scores: CSS=34.9, Synergy_ZIP=2.50, Synergy_Bliss=-0.140, Synergy_Loewe=-29.6, Synergy_HSA=-0.0514.